From a dataset of Forward reaction prediction with 1.9M reactions from USPTO patents (1976-2016). Predict the product of the given reaction. (1) Given the reactants CS([O:5][CH2:6][CH2:7][CH2:8][CH2:9][C:10]([CH3:14])=[C:11]([F:13])[F:12])(=O)=O.[N:15]1[S:19][N:18]=[C:17]2[CH:20]=[C:21]([C:24](O)=[O:25])[CH:22]=[CH:23][C:16]=12.C(=O)([O-])O.[Na+], predict the reaction product. The product is: [N:15]1[S:19][N:18]=[C:17]2[CH:20]=[C:21]([C:24]([O:5][CH2:6][CH2:7][CH2:8][CH2:9][C:10]([CH3:14])=[C:11]([F:13])[F:12])=[O:25])[CH:22]=[CH:23][C:16]=12. (2) Given the reactants [CH3:1][C:2]([CH3:35])([CH3:34])[CH2:3][O:4][S:5]([C:8]1[CH:9]=[C:10]([C:14]2[CH:19]=[CH:18][C:17]([F:20])=[C:16]([C@:21]3([CH3:33])[C:27]([F:29])([F:28])[C:26]([CH3:31])([CH3:30])[O:25][CH2:24][C:23](=O)[NH:22]3)[CH:15]=2)[CH:11]=[CH:12][CH:13]=1)(=[O:7])=[O:6].COC1C=CC(P2(SP(C3C=CC(OC)=CC=3)(=S)S2)=[S:45])=CC=1, predict the reaction product. The product is: [CH3:1][C:2]([CH3:34])([CH3:35])[CH2:3][O:4][S:5]([C:8]1[CH:9]=[C:10]([C:14]2[CH:19]=[CH:18][C:17]([F:20])=[C:16]([C@:21]3([CH3:33])[C:27]([F:28])([F:29])[C:26]([CH3:31])([CH3:30])[O:25][CH2:24][C:23](=[S:45])[NH:22]3)[CH:15]=2)[CH:11]=[CH:12][CH:13]=1)(=[O:6])=[O:7]. (3) Given the reactants [CH:1]([C:4]1[CH:13]=[C:12]2[C:7]([C:8](=[O:20])[N:9]([NH:15][S:16]([CH3:19])(=[O:18])=[O:17])[C:10](=[O:14])[NH:11]2)=[CH:6][C:5]=1[C:21]1[N:22]([CH3:26])[N:23]=[CH:24][CH:25]=1)([CH3:3])[CH3:2].[C:27](Cl)(=[O:37])[CH2:28][CH2:29][CH2:30][CH2:31][CH2:32][CH2:33][CH2:34][CH2:35][CH3:36], predict the reaction product. The product is: [C:27]([N:15]([N:9]1[C:8](=[O:20])[C:7]2[C:12](=[CH:13][C:4]([CH:1]([CH3:3])[CH3:2])=[C:5]([C:21]3[N:22]([CH3:26])[N:23]=[CH:24][CH:25]=3)[CH:6]=2)[NH:11][C:10]1=[O:14])[S:16]([CH3:19])(=[O:17])=[O:18])(=[O:37])[CH2:28][CH2:29][CH2:30][CH2:31][CH2:32][CH2:33][CH2:34][CH2:35][CH3:36]. (4) Given the reactants C[Sn](C)(C)[C:3]1[CH:12]=[C:11]2[C:6]([CH:7]=[CH:8][CH:9]=[C:10]2[N:13]2[CH2:18][CH2:17][N:16]([CH3:19])[CH2:15][CH2:14]2)=[CH:5][CH:4]=1.[CH3:22][S:23]([NH:26][C:27]1[CH:28]=[C:29](Br)[CH:30]=[CH:31][CH:32]=1)(=[O:25])=[O:24].C(N(CC)CC)C.[Cl-].[Li+], predict the reaction product. The product is: [CH3:22][S:23]([NH:26][C:27]1[CH:28]=[C:29]([C:3]2[CH:12]=[C:11]3[C:6]([CH:7]=[CH:8][CH:9]=[C:10]3[N:13]3[CH2:18][CH2:17][N:16]([CH3:19])[CH2:15][CH2:14]3)=[CH:5][CH:4]=2)[CH:30]=[CH:31][CH:32]=1)(=[O:25])=[O:24]. (5) Given the reactants [C:1]([NH:8][C@H:9]([C:19]([O:21][C:22]([CH3:25])([CH3:24])[CH3:23])=[O:20])[CH2:10][CH2:11][C:12]([O:14][C:15]([CH3:18])([CH3:17])[CH3:16])=[O:13])([O:3][C:4]([CH3:7])([CH3:6])[CH3:5])=[O:2].C[Si]([N-][Si](C)(C)C)(C)C.[Li+].[I:36][C:37]1[CH:44]=[CH:43][C:40]([CH2:41]Br)=[CH:39][CH:38]=1, predict the reaction product. The product is: [C:22]([O:21][C:19](=[O:20])[C@@H:9]([NH:8][C:1]([O:3][C:4]([CH3:7])([CH3:6])[CH3:5])=[O:2])[CH2:10][C@H:11]([CH2:41][C:40]1[CH:43]=[CH:44][C:37]([I:36])=[CH:38][CH:39]=1)[C:12]([O:14][C:15]([CH3:16])([CH3:18])[CH3:17])=[O:13])([CH3:25])([CH3:24])[CH3:23]. (6) The product is: [CH3:16][C:7]1[CH:12]=[CH:11][C:10]([C:13]([NH:1][C@H:2]([C:4]([OH:6])=[O:5])[CH3:3])=[O:14])=[CH:9][CH:8]=1. Given the reactants [NH2:1][C@H:2]([C:4]([OH:6])=[O:5])[CH3:3].[C:7]1([CH3:16])[CH:12]=[CH:11][C:10]([C:13](Cl)=[O:14])=[CH:9][CH:8]=1, predict the reaction product. (7) Given the reactants C([N:4]1[C:12]2[C:7](=[CH:8][C:9]([N+:13]([O-:15])=[O:14])=[CH:10][CH:11]=2)[C:6](=[C:16](OCC)[C:17]2[CH:22]=[CH:21][CH:20]=[CH:19][CH:18]=2)[C:5]1=[O:26])(=O)C.[CH3:27][S:28]([NH:31][C:32]1[CH:38]=[CH:37][C:35]([NH2:36])=[CH:34][CH:33]=1)(=[O:30])=[O:29].[OH-].[Na+], predict the reaction product. The product is: [CH3:27][S:28]([NH:31][C:32]1[CH:38]=[CH:37][C:35]([NH:36]/[C:16](=[C:6]2\[C:5](=[O:26])[NH:4][C:12]3[C:7]\2=[CH:8][C:9]([N+:13]([O-:15])=[O:14])=[CH:10][CH:11]=3)/[C:17]2[CH:18]=[CH:19][CH:20]=[CH:21][CH:22]=2)=[CH:34][CH:33]=1)(=[O:30])=[O:29]. (8) Given the reactants [C:1]([N:5]1[C:9](=[O:10])[CH2:8][C:7](=[O:11])[N:6]1[CH2:12][C:13]1[CH:18]=[CH:17][C:16]([F:19])=[CH:15][CH:14]=1)([CH3:4])([CH3:3])[CH3:2].[H-].[Na+].Cl[C:23]1[C:27]2[CH:28]=[CH:29][CH:30]=[CH:31][C:26]=2[S:25](=[O:33])(=[O:32])[N:24]=1, predict the reaction product. The product is: [C:1]([N:5]1[C:9]([OH:10])=[C:8]([C:23]2[C:27]3[CH:28]=[CH:29][CH:30]=[CH:31][C:26]=3[S:25](=[O:32])(=[O:33])[N:24]=2)[C:7](=[O:11])[N:6]1[CH2:12][C:13]1[CH:14]=[CH:15][C:16]([F:19])=[CH:17][CH:18]=1)([CH3:4])([CH3:2])[CH3:3].